From a dataset of Retrosynthesis with 50K atom-mapped reactions and 10 reaction types from USPTO. Predict the reactants needed to synthesize the given product. (1) Given the product COC(=O)c1ccc(Cc2ccccc2O)cc1, predict the reactants needed to synthesize it. The reactants are: COC(=O)c1ccc(Cc2ccccc2OCc2ccccc2)cc1. (2) Given the product O=C(O)c1cc(S(=O)(=O)CCCCl)ccc1O, predict the reactants needed to synthesize it. The reactants are: ClCCCI.O=C(O)c1cc(S(=O)O)ccc1O. (3) Given the product CC(C)CCOc1ccc2ccccc2c1CN1CCC(c2cccc(NC(=O)C(C)C)c2)CC1, predict the reactants needed to synthesize it. The reactants are: CC(C)C(=O)Nc1cccc(C2CCNCC2)c1.CC(C)CCOc1ccc2ccccc2c1C=O. (4) Given the product CSCc1cc(Br)cnc1N(C(=O)OC(C)(C)C)C(=O)OC(C)(C)C, predict the reactants needed to synthesize it. The reactants are: CC(C)(C)OC(=O)N(C(=O)OC(C)(C)C)c1ncc(Br)cc1CBr.C[S-].